From a dataset of Forward reaction prediction with 1.9M reactions from USPTO patents (1976-2016). Predict the product of the given reaction. Given the reactants [NH2:1][C@H:2]([C:12]1[C:17]([C:18]2[CH:19]=[CH:20][C:21]([F:27])=[C:22]([CH:26]=2)[C:23]([NH2:25])=[O:24])=[CH:16][CH:15]=[CH:14][N:13]=1)[CH2:3][C:4]1[CH:9]=[C:8]([F:10])[CH:7]=[C:6]([F:11])[CH:5]=1.CCN(C(C)C)C(C)C.[Cl:37][CH2:38][C:39](Cl)=[O:40], predict the reaction product. The product is: [Cl:37][CH2:38][C:39]([NH:1][C@H:2]([C:12]1[C:17]([C:18]2[CH:19]=[CH:20][C:21]([F:27])=[C:22]([CH:26]=2)[C:23]([NH2:25])=[O:24])=[CH:16][CH:15]=[CH:14][N:13]=1)[CH2:3][C:4]1[CH:5]=[C:6]([F:11])[CH:7]=[C:8]([F:10])[CH:9]=1)=[O:40].